Task: Regression. Given two drug SMILES strings and cell line genomic features, predict the synergy score measuring deviation from expected non-interaction effect.. Dataset: NCI-60 drug combinations with 297,098 pairs across 59 cell lines (1) Drug 1: C1CC(=O)NC(=O)C1N2C(=O)C3=CC=CC=C3C2=O. Drug 2: C1C(C(OC1N2C=NC3=C2NC=NCC3O)CO)O. Cell line: HS 578T. Synergy scores: CSS=4.13, Synergy_ZIP=-4.65, Synergy_Bliss=-4.57, Synergy_Loewe=-2.61, Synergy_HSA=-2.46. (2) Drug 1: C1=CN(C(=O)N=C1N)C2C(C(C(O2)CO)O)O.Cl. Drug 2: CN(C(=O)NC(C=O)C(C(C(CO)O)O)O)N=O. Cell line: T-47D. Synergy scores: CSS=13.8, Synergy_ZIP=0.405, Synergy_Bliss=2.79, Synergy_Loewe=1.30, Synergy_HSA=4.69. (3) Drug 1: C1CCC(CC1)NC(=O)N(CCCl)N=O. Drug 2: C1=CC=C(C=C1)NC(=O)CCCCCCC(=O)NO. Cell line: NCI/ADR-RES. Synergy scores: CSS=23.2, Synergy_ZIP=-6.43, Synergy_Bliss=-5.32, Synergy_Loewe=-10.2, Synergy_HSA=-5.13. (4) Drug 1: CC1=CC2C(CCC3(C2CCC3(C(=O)C)OC(=O)C)C)C4(C1=CC(=O)CC4)C. Cell line: SF-539. Synergy scores: CSS=6.40, Synergy_ZIP=-1.90, Synergy_Bliss=-3.28, Synergy_Loewe=-6.13, Synergy_HSA=-3.96. Drug 2: CS(=O)(=O)OCCCCOS(=O)(=O)C. (5) Drug 1: CN1CCC(CC1)COC2=C(C=C3C(=C2)N=CN=C3NC4=C(C=C(C=C4)Br)F)OC. Drug 2: C1CCC(CC1)NC(=O)N(CCCl)N=O. Cell line: OVCAR-5. Synergy scores: CSS=21.3, Synergy_ZIP=-6.41, Synergy_Bliss=2.71, Synergy_Loewe=-3.77, Synergy_HSA=3.26. (6) Drug 1: CS(=O)(=O)CCNCC1=CC=C(O1)C2=CC3=C(C=C2)N=CN=C3NC4=CC(=C(C=C4)OCC5=CC(=CC=C5)F)Cl. Drug 2: C1=CN(C=N1)CC(O)(P(=O)(O)O)P(=O)(O)O. Cell line: BT-549. Synergy scores: CSS=-1.48, Synergy_ZIP=0.365, Synergy_Bliss=0.938, Synergy_Loewe=-1.20, Synergy_HSA=-0.942. (7) Drug 1: C1CC(C1)(C(=O)O)C(=O)O.[NH2-].[NH2-].[Pt+2]. Drug 2: C1CC(=O)NC(=O)C1N2C(=O)C3=CC=CC=C3C2=O. Cell line: HOP-92. Synergy scores: CSS=23.2, Synergy_ZIP=-3.88, Synergy_Bliss=0.966, Synergy_Loewe=-5.94, Synergy_HSA=-1.09.